This data is from Full USPTO retrosynthesis dataset with 1.9M reactions from patents (1976-2016). The task is: Predict the reactants needed to synthesize the given product. (1) Given the product [F:47][C:48]1([C:52]2[CH:53]=[CH:54][C:55]([C:56]#[N:57])=[CH:58][CH:59]=2)[CH2:49][N:50]([C:6](=[O:8])[C:5]2[CH:9]=[CH:10][C:2]([CH3:1])=[C:3]([C:11]3[NH:15][C:14]([CH:16]4[CH2:21][CH2:20][O:19][CH2:18][CH2:17]4)=[N:13][C:12]=3[CH3:22])[CH:4]=2)[CH2:51]1, predict the reactants needed to synthesize it. The reactants are: [CH3:1][C:2]1[CH:10]=[CH:9][C:5]([C:6]([OH:8])=O)=[CH:4][C:3]=1[C:11]1[NH:15][C:14]([CH:16]2[CH2:21][CH2:20][O:19][CH2:18][CH2:17]2)=[N:13][C:12]=1[CH3:22].CC1C=C(C)C(C2N=C(C3CCOCC3)NC=2C)=CC=1C(O)=O.Cl.[F:47][C:48]1([C:52]2[CH:59]=[CH:58][C:55]([C:56]#[N:57])=[CH:54][CH:53]=2)[CH2:51][NH:50][CH2:49]1.Cl.N1CC(C2C=CC(C#N)=CC=2)C1. (2) The reactants are: [Br:1][C:2]1[CH:18]=[CH:17][C:5]2[C:6]3[N:10]([CH2:11][CH2:12][O:13][C:4]=2[CH:3]=1)[CH:9]=[C:8]([C:14]([OH:16])=O)[N:7]=3.[C:19]([O:23][C:24]([NH:26][NH:27][CH:28]([CH3:30])[CH3:29])=[O:25])([CH3:22])([CH3:21])[CH3:20].CCN(C(C)C)C(C)C.CN(C(ON1N=NC2C=CC=NC1=2)=[N+](C)C)C.F[P-](F)(F)(F)(F)F. Given the product [C:19]([O:23][C:24]([NH:26][N:27]([C:14]([C:8]1[N:7]=[C:6]2[N:10]([CH2:11][CH2:12][O:13][C:4]3[CH:3]=[C:2]([Br:1])[CH:18]=[CH:17][C:5]=32)[CH:9]=1)=[O:16])[CH:28]([CH3:30])[CH3:29])=[O:25])([CH3:22])([CH3:21])[CH3:20], predict the reactants needed to synthesize it.